This data is from Full USPTO retrosynthesis dataset with 1.9M reactions from patents (1976-2016). The task is: Predict the reactants needed to synthesize the given product. (1) Given the product [NH:1]1[C:5]2=[C:6]3[C:10](=[C:11]([C:13]([NH2:14])=[O:16])[CH:12]=[C:4]2[CH2:3][CH2:2]1)[NH:9][CH:8]=[CH:7]3, predict the reactants needed to synthesize it. The reactants are: [NH:1]1[C:5]2=[C:6]3[C:10](=[C:11]([C:13]#[N:14])[CH:12]=[C:4]2[CH2:3][CH2:2]1)[NH:9][CH:8]=[CH:7]3.C([O-])([O-])=[O:16].[K+].[K+].OO.O. (2) Given the product [Br:1][C:2]1[C:3]2[O:9][CH:10]=[CH:11][C:4]=2[C:5]([CH3:8])=[CH:6][CH:7]=1, predict the reactants needed to synthesize it. The reactants are: [Br:1][C:2]1[CH:7]=[CH:6][C:5]([CH3:8])=[CH:4][C:3]=1[O:9][CH2:10][CH:11](OC)OC.